From a dataset of Full USPTO retrosynthesis dataset with 1.9M reactions from patents (1976-2016). Predict the reactants needed to synthesize the given product. (1) Given the product [CH3:15]/[C:7](/[CH2:8][CH2:9]/[CH:10]=[C:11](/[CH3:14])\[CH2:12][O:13][CH:19]1[CH2:18][CH2:17][CH2:16][CH2:21][O:20]1)=[CH:6]\[CH2:5][OH:4], predict the reactants needed to synthesize it. The reactants are: C([O:4][CH2:5][CH:6]=[C:7]([CH3:15])[CH2:8][CH2:9][CH:10]=[C:11]([CH3:14])[CH2:12][OH:13])(=O)C.[CH2:16]1[CH2:21][O:20][CH:19]=[CH:18][CH2:17]1.CC1C=CC(S([O-])(=O)=O)=CC=1.C1C=C[NH+]=CC=1.C([O-])([O-])=O.[K+].[K+]. (2) Given the product [CH3:34][C:31]([O:30][C:28]([N:19]([C:9]1[CH:10]=[C:11]([C:12]#[N:13])[CH:14]=[CH:15][C:16]=1[O:17][CH3:18])[NH:20][C:21]([O:23][C:24]([CH3:27])([CH3:26])[CH3:25])=[O:22])=[O:29])([CH3:32])[CH3:33], predict the reactants needed to synthesize it. The reactants are: C([Mg]Cl)(C)C.[Cl-].[Li+].Br[C:9]1[CH:10]=[C:11]([CH:14]=[CH:15][C:16]=1[O:17][CH3:18])[C:12]#[N:13].[N:19]([C:28]([O:30][C:31]([CH3:34])([CH3:33])[CH3:32])=[O:29])=[N:20][C:21]([O:23][C:24]([CH3:27])([CH3:26])[CH3:25])=[O:22]. (3) Given the product [NH2:8][C:9]1[C:13]2=[N:14][CH:15]=[C:16]([CH:18]3[CH2:23][CH2:22][O:21][CH2:20][CH2:19]3)[CH:17]=[C:12]2[S:11][C:10]=1[C:24]([O:26][CH3:27])=[O:25], predict the reactants needed to synthesize it. The reactants are: C(OC([NH:8][C:9]1[C:13]2=[N:14][CH:15]=[C:16]([CH:18]3[CH2:23][CH2:22][O:21][CH2:20][CH2:19]3)[CH:17]=[C:12]2[S:11][C:10]=1[C:24]([O:26][CH3:27])=[O:25])=O)(C)(C)C.C(O)(C(F)(F)F)=O. (4) Given the product [CH3:3][C:2]([C:6]1[CH:11]=[CH:10][C:9]([S:12]([NH:15][C:16]2[C:21]([O:22][C:23]3[CH:28]=[CH:27][CH:26]=[CH:25][C:24]=3[O:29][CH3:30])=[C:20]([O:43][CH2:42][CH2:41][OH:44])[N:19]=[C:18]([C:32]3[N:37]=[CH:36][CH:35]=[CH:34][N:33]=3)[N:17]=2)(=[O:14])=[O:13])=[CH:8][CH:7]=1)([CH3:5])[CH3:4], predict the reactants needed to synthesize it. The reactants are: [K].[C:2]([C:6]1[CH:11]=[CH:10][C:9]([S:12]([NH:15][C:16]2[C:21]([O:22][C:23]3[CH:28]=[CH:27][CH:26]=[CH:25][C:24]=3[O:29][CH3:30])=[C:20](Cl)[N:19]=[C:18]([C:32]3[N:37]=[CH:36][CH:35]=[CH:34][N:33]=3)[N:17]=2)(=[O:14])=[O:13])=[CH:8][CH:7]=1)([CH3:5])([CH3:4])[CH3:3].[OH-].[Ba+2].[OH-].[CH2:41]([OH:44])[CH2:42][OH:43].C1(C)C=CC=CC=1. (5) The reactants are: [CH:1]1([NH:4][C:5]([C:7]2[C:15]3[CH:14]=[C:13]([C:16]4[C:21]([Cl:22])=[CH:20][N:19]=[C:18]([NH:23][CH2:24][CH2:25][CH2:26][NH2:27])[N:17]=4)[S:12][C:11]=3[CH:10]=[CH:9][CH:8]=2)=[O:6])[CH2:3][CH2:2]1.[C:28]([O:32][C:33]([N:35]1[CH2:39][CH2:38][C@H:37]([C:40](O)=[O:41])[CH2:36]1)=[O:34])([CH3:31])([CH3:30])[CH3:29].C(N(CC)C(C)C)(C)C.Cl.C(N(CC)CCCN=C=NCC)C.ON1C2C=CC=CC=2N=N1. Given the product [C:28]([O:32][C:33]([N:35]1[CH2:39][CH2:38][C@H:37]([C:40](=[O:41])[NH:27][CH2:26][CH2:25][CH2:24][NH:23][C:18]2[N:17]=[C:16]([C:13]3[S:12][C:11]4[CH:10]=[CH:9][CH:8]=[C:7]([C:5](=[O:6])[NH:4][CH:1]5[CH2:2][CH2:3]5)[C:15]=4[CH:14]=3)[C:21]([Cl:22])=[CH:20][N:19]=2)[CH2:36]1)=[O:34])([CH3:31])([CH3:30])[CH3:29], predict the reactants needed to synthesize it.